From a dataset of Reaction yield outcomes from USPTO patents with 853,638 reactions. Predict the reaction yield, written as a fraction of the theoretical maximum amount of product (1.0 means a 100% yield; for example, 0.34 means a 34% yield). (1) The reactants are [N+:1]([C:4]1[CH:5]=[C:6](O)[CH:7]=[CH:8][CH:9]=1)([O-:3])=[O:2].C([O-])([O-])=[O:12].[K+].[K+].Br[CH2:18][C:19]([O:21][CH2:22][CH3:23])=[O:20]. The catalyst is CC(C)=O. The product is [N+:1]([C:4]1[CH:5]=[CH:6][C:7]([O:12][CH2:18][C:19]([O:21][CH2:22][CH3:23])=[O:20])=[CH:8][CH:9]=1)([O-:3])=[O:2]. The yield is 0.920. (2) The reactants are [N+:1]([C:4]1[CH:14]=[CH:13][CH:12]=[C:11]2[C:5]=1[CH:6]=[CH:7][O:8][C:9]2=O)([O-:3])=[O:2].[NH3:15]. The catalyst is C(O)C. The product is [N+:1]([C:4]1[CH:14]=[CH:13][CH:12]=[C:11]2[C:5]=1[CH:6]=[CH:7][NH:15][C:9]2=[O:8])([O-:3])=[O:2]. The yield is 0.797. (3) The reactants are Cl[CH2:2][C:3]1[S:7][C:6]([C:8]2[NH:9][C:10]3[C:15]([CH:16]=2)=[CH:14][CH:13]=[CH:12][C:11]=3[N:17]([CH3:26])[S:18]([C:21]2[S:22][CH:23]=[CH:24][CH:25]=2)(=[O:20])=[O:19])=[N:5][CH:4]=1.C(N(CC)CC)C.[O:34]1[C:38]2([CH2:43][CH2:42][NH:41][CH2:40][CH2:39]2)[CH2:37][NH:36][C:35]1=[O:44].CN(C)C=O. The catalyst is O. The product is [CH3:26][N:17]([C:11]1[CH:12]=[CH:13][CH:14]=[C:15]2[C:10]=1[NH:9][C:8]([C:6]1[S:7][C:3]([CH2:2][N:41]3[CH2:40][CH2:39][C:38]4([O:34][C:35](=[O:44])[NH:36][CH2:37]4)[CH2:43][CH2:42]3)=[CH:4][N:5]=1)=[CH:16]2)[S:18]([C:21]1[S:22][CH:23]=[CH:24][CH:25]=1)(=[O:19])=[O:20]. The yield is 0.430. (4) The reactants are [F:1][C:2]([F:29])([F:28])[C:3]1[C:4]2[N:5]([C:19]([C:22]#[C:23][Si](C)(C)C)=[CH:20][N:21]=2)[CH:6]=[C:7]([C:9]2[CH:14]=[CH:13][C:12]([C:15]([F:18])([F:17])[F:16])=[CH:11][CH:10]=2)[CH:8]=1.C([O-])([O-])=O.[K+].[K+]. The catalyst is C1COCC1.CO.CC(OC)(C)C. The product is [C:22]([C:19]1[N:5]2[CH:6]=[C:7]([C:9]3[CH:14]=[CH:13][C:12]([C:15]([F:18])([F:17])[F:16])=[CH:11][CH:10]=3)[CH:8]=[C:3]([C:2]([F:1])([F:29])[F:28])[C:4]2=[N:21][CH:20]=1)#[CH:23]. The yield is 0.660. (5) The reactants are [CH3:1][S:2]([OH:5])(=[O:4])=[O:3].[CH3:6][C:7]1([CH3:28])[C:11](=[O:12])[C:10]([C:13]2[CH:18]=[CH:17][C:16]([O:19][CH2:20][C:21]3[CH:26]=[CH:25][C:24]([CH3:27])=[CH:23][N:22]=3)=[CH:15][CH:14]=2)=[CH:9][O:8]1. The catalyst is C(Cl)Cl.C(OCC)C. The product is [CH3:1][S:2]([OH:5])(=[O:4])=[O:3].[CH3:20][O:19][C:16]1[CH:17]=[CH:18][C:13]([C:9]2[O:8][C:7]([CH3:28])([CH3:6])[C:11](=[O:12])[C:10]=2[C:13]2[CH:14]=[CH:15][C:16]([O:19][CH2:20][C:21]3[CH:26]=[CH:25][C:24]([CH3:27])=[CH:23][N:22]=3)=[CH:17][CH:18]=2)=[CH:14][CH:15]=1. The yield is 0.909. (6) The reactants are [NH2:1][C:2]1[C:3]2[C:10]([C:11]3[CH:16]=[CH:15][C:14]([NH2:17])=[C:13]([O:18][CH3:19])[CH:12]=3)=[CH:9][N:8]([CH:20]3[CH2:25][CH2:24]C(=O)[CH2:22][CH2:21]3)[C:4]=2[N:5]=[CH:6][N:7]=1.[C:27](O)(=O)C.[CH3:31][N:32]1[CH2:37][CH2:36][NH:35][CH2:34][CH2:33]1.C(O[BH-](OC(=O)C)OC(=O)C)(=O)C.[Na+].C(=O)(O)[O-].[Na+]. The catalyst is ClC(Cl)C. The product is [NH2:17][C:14]1[CH:15]=[CH:16][C:11]([C:10]2[C:3]3[C:2]([NH2:1])=[N:7][CH:6]=[N:5][C:4]=3[N:8]([C@H:20]3[CH2:25][CH2:24][C@@H:31]([N:32]4[CH2:37][CH2:36][N:35]([CH3:27])[CH2:34][CH2:33]4)[CH2:22][CH2:21]3)[CH:9]=2)=[CH:12][C:13]=1[O:18][CH3:19]. The yield is 0.430. (7) The reactants are [I:1]Cl.[Br:3][C:4]1[N:12]=[CH:11][C:10]2[NH:9][C:8]3[N:13]=[CH:14][CH:15]=[CH:16][C:7]=3[C:6]=2[CH:5]=1.C([O-])(=O)C.[Na+].S(S([O-])=O)([O-])(=O)=O.[Na+].[Na+]. The catalyst is C(O)(=O)C. The product is [Br:3][C:4]1[N:12]=[CH:11][C:10]2[NH:9][C:8]3[N:13]=[CH:14][C:15]([I:1])=[CH:16][C:7]=3[C:6]=2[CH:5]=1. The yield is 0.830. (8) The reactants are [CH2:1]([C@H:8]1[N:13]([C:14]([C:16]2[NH:17][CH:18]=[CH:19][CH:20]=2)=[O:15])[CH2:12][CH2:11][N:10](C(OC(C)(C)C)=O)[CH2:9]1)[C:2]1[CH:7]=[CH:6][CH:5]=[CH:4][CH:3]=1.[O:28]([C:35]1[CH:40]=[CH:39][CH:38]=[CH:37][C:36]=1B(O)O)[C:29]1[CH:34]=[CH:33][CH:32]=[CH:31][CH:30]=1.N1C=CC=CC=1. The catalyst is ClCCl. The product is [CH2:1]([C@@H:8]1[CH2:9][NH:10][CH2:11][CH2:12][N:13]1[C:14]([C:16]1[N:17]([C:30]2[CH:31]=[CH:32][CH:33]=[CH:34][C:29]=2[O:28][C:35]2[CH:36]=[CH:37][CH:38]=[CH:39][CH:40]=2)[CH:18]=[CH:19][CH:20]=1)=[O:15])[C:2]1[CH:3]=[CH:4][CH:5]=[CH:6][CH:7]=1. The yield is 0.660. (9) The reactants are Br[CH2:2][C:3]([C:5]1[CH:10]=[CH:9][CH:8]=[C:7]([Cl:11])[CH:6]=1)=O.[NH2:12][C:13]([NH2:15])=[S:14]. The catalyst is CCO. The product is [Cl:11][C:7]1[CH:6]=[C:5]([C:3]2[N:12]=[C:13]([NH2:15])[S:14][CH:2]=2)[CH:10]=[CH:9][CH:8]=1. The yield is 0.930. (10) The reactants are Br[CH2:2][CH2:3][O:4][CH2:5][CH2:6]Br.[NH2:8][C:9]1[C:10]([O:20][CH3:21])=[CH:11][C:12]([Cl:19])=[C:13]([CH:18]=1)[C:14]([O:16][CH3:17])=[O:15].C(=O)([O-])[O-].[K+].[K+]. The catalyst is CC(N(C)C)=O. The product is [Cl:19][C:12]1[CH:11]=[C:10]([O:20][CH3:21])[C:9]([N:8]2[CH2:6][CH2:5][O:4][CH2:3][CH2:2]2)=[CH:18][C:13]=1[C:14]([O:16][CH3:17])=[O:15]. The yield is 0.600.